Dataset: Forward reaction prediction with 1.9M reactions from USPTO patents (1976-2016). Task: Predict the product of the given reaction. (1) Given the reactants Cl[C:2]1[C:7]([C:8]([O:10][CH2:11][CH3:12])=[O:9])=[CH:6][N:5]=[C:4]([Cl:13])[CH:3]=1.[CH3:14][S:15][C:16]1[CH:22]=[CH:21][CH:20]=[CH:19][C:17]=1[NH2:18].CN1CCCC1=O, predict the reaction product. The product is: [Cl:13][C:4]1[CH:3]=[C:2]([NH:18][C:17]2[CH:19]=[CH:20][CH:21]=[CH:22][C:16]=2[S:15][CH3:14])[C:7]([C:8]([O:10][CH2:11][CH3:12])=[O:9])=[CH:6][N:5]=1. (2) Given the reactants [NH2:1][C:2]1[C:7]([C:8]([O:10]CC)=O)=[CH:6][C:5]([O:13][CH3:14])=[C:4]([O:15][CH2:16][CH:17]2[CH2:22][CH2:21][N:20]([CH2:23]C)[CH2:19][CH2:18]2)[CH:3]=1.C(O)(=O)C.[CH:29](N)=[NH:30], predict the reaction product. The product is: [CH3:14][O:13][C:5]1[CH:6]=[C:7]2[C:2](=[CH:3][C:4]=1[O:15][CH2:16][CH:17]1[CH2:18][CH2:19][N:20]([CH3:23])[CH2:21][CH2:22]1)[N:1]=[CH:29][NH:30][C:8]2=[O:10]. (3) Given the reactants [CH3:1][O:2][C:3]1[C:4]([CH3:17])=[C:5]2[C:9](=[CH:10][CH:11]=1)[NH:8][C:7]([C:12]([O:14]CC)=O)=[CH:6]2.[CH3:18][C:19]([O-])(C)C.[K+].C1COCC1.C(OC)(=O)C=C.Cl, predict the reaction product. The product is: [CH3:1][O:2][C:3]1[CH:11]=[CH:10][C:9]2[N:8]3[CH2:18][CH2:19][C:12](=[O:14])[C:7]3=[CH:6][C:5]=2[C:4]=1[CH3:17]. (4) Given the reactants [CH3:1][N:2]([S:15]([C:18]1[CH:19]=[N:20][CH:21]=[CH:22][CH:23]=1)(=[O:17])=[O:16])[C:3]1[CH:4]=[CH:5][CH:6]=[C:7]2[C:11]=1[NH:10][C:9]([C:12](=[S:14])[NH2:13])=[CH:8]2.[C:24]([O:29][CH2:30][CH3:31])(=[O:28])[C:25]#[C:26][CH3:27].C(P(CCCC)CCCC)CCC.ClCCl, predict the reaction product. The product is: [CH2:30]([O:29][C:24](=[O:28])[CH2:25][CH:26]1[S:14][C:12]([C:9]2[NH:10][C:11]3[C:7]([CH:8]=2)=[CH:6][CH:5]=[CH:4][C:3]=3[N:2]([CH3:1])[S:15]([C:18]2[CH:19]=[N:20][CH:21]=[CH:22][CH:23]=2)(=[O:17])=[O:16])=[N:13][CH2:27]1)[CH3:31]. (5) Given the reactants [Cl:1][C:2]1[CH:7]=[CH:6][CH:5]=[C:4]([Si:8]([CH3:11])([CH3:10])[CH3:9])[C:3]=1[N:12]=[C:13]=[O:14].[CH2:15]([OH:17])[CH3:16], predict the reaction product. The product is: [Cl:1][C:2]1[CH:7]=[CH:6][CH:5]=[C:4]([Si:8]([CH3:10])([CH3:11])[CH3:9])[C:3]=1[NH:12][C:13](=[O:14])[O:17][CH2:15][CH3:16]. (6) The product is: [Cl:1][C:2]1[CH:9]=[C:8]([S:11][CH2:12][CH2:13][OH:14])[CH:7]=[CH:6][C:3]=1[C:4]#[N:5]. Given the reactants [Cl:1][C:2]1[CH:9]=[C:8](F)[CH:7]=[CH:6][C:3]=1[C:4]#[N:5].[SH:11][CH2:12][CH2:13][OH:14], predict the reaction product. (7) Given the reactants [CH3:1][O:2][C:3]1[CH:9]=[C:8]([O:10][CH3:11])[C:7]([CH3:12])=[CH:6][C:4]=1[NH2:5].[C:13](Cl)(Cl)=[O:14], predict the reaction product. The product is: [N:5]([C:4]1[CH:6]=[C:7]([CH3:12])[C:8]([O:10][CH3:11])=[CH:9][C:3]=1[O:2][CH3:1])=[C:13]=[O:14]. (8) Given the reactants [C:1]([C:3]1[CH:4]=[C:5]([CH:9]=[CH:10][C:11]=1[O:12][CH:13]([CH3:15])[CH3:14])[C:6]([OH:8])=O)#[N:2].CCN=C=NCCCN(C)C.C1C=CC2N(O)N=NC=2C=1.O[NH:38][C:39](=[NH:56])[C:40]1[CH:48]=[CH:47][CH:46]=[C:45]2[C:41]=1[CH:42]=[CH:43][N:44]2[CH2:49][CH2:50][C:51]([O:53][CH2:54][CH3:55])=[O:52], predict the reaction product. The product is: [C:1]([C:3]1[CH:4]=[C:5]([C:6]2[O:8][N:56]=[C:39]([C:40]3[CH:48]=[CH:47][CH:46]=[C:45]4[C:41]=3[CH:42]=[CH:43][N:44]4[CH2:49][CH2:50][C:51]([O:53][CH2:54][CH3:55])=[O:52])[N:38]=2)[CH:9]=[CH:10][C:11]=1[O:12][CH:13]([CH3:15])[CH3:14])#[N:2].